Dataset: Reaction yield outcomes from USPTO patents with 853,638 reactions. Task: Predict the reaction yield, written as a fraction of the theoretical maximum amount of product (1.0 means a 100% yield; for example, 0.34 means a 34% yield). The catalyst is O1CCCC1. The reactants are [C:1]([C:4]1[CH:5]=[C:6]([CH:9]=[CH:10][CH:11]=1)[CH2:7]Br)(=[O:3])[CH3:2].[Na].[C:13]([O:19][CH2:20][CH3:21])(=[O:18])[CH2:14][C:15]([CH3:17])=[O:16]. The product is [C:1]([C:4]1[CH:5]=[C:6]([CH:9]=[CH:10][CH:11]=1)[CH2:7][CH:14]([C:15](=[O:16])[CH3:17])[C:13]([O:19][CH2:20][CH3:21])=[O:18])(=[O:3])[CH3:2]. The yield is 0.490.